Task: Regression. Given a target protein amino acid sequence and a drug SMILES string, predict the binding affinity score between them. We predict pIC50 (pIC50 = -log10(IC50 in M); higher means more potent). Dataset: bindingdb_ic50.. Dataset: Drug-target binding data from BindingDB using IC50 measurements The small molecule is CSCC[C@H](NC(=O)[C@@H]1CCCN1C(=O)CNC(=O)[C@@H]1C[C@@H](O)CN1C(=O)[C@@H]1CCCN1C(=O)CNC(=O)[C@@H]1C[C@@H](O)CN1C(=O)[C@@H]1CCCN1C(=O)CNC(=O)[C@@H]1C[C@@H](O)CN1C(=O)[C@@H]1CCCN1)C(=O)NCC(=O)N1CCC[C@H]1C(=O)N[C@@H](CCCNC(=N)N)C(=O)NCC(=O)N1CCC[C@H]1C(=O)N1C[C@H](O)C[C@H]1C(=O)NCC(=O)N1CCC[C@H]1C(=O)N1C[C@H](O)C[C@H]1C(=O)NCC(=O)N1CCC[C@H]1C(=O)N1C[C@H](O)C[C@H]1C(=O)NCC(=O)N1CCC[C@H]1C(=O)N1C[C@H](O)C[C@H]1C(=O)NCC(N)=O. The pIC50 is 4.4. The target protein (P19324) has sequence MRSLLLGTLCLLAVALAAEVKKPLEAAAPGTAEKLSSKATTLAERSTGLAFSLYQAMAKDQAVENILLSPLVVASSLGLVSLGGKATTASQAKAVLSAEKLRDEEVHTGLGELLRSLSNSTARNVTWKLGSRLYGPSSVSFADDFVRSSKQHYNCEHSKINFRDKRSALQSINEWASQTTDGKLPEVTKDVERTDGALLVNAMFFKPHWDEKFHHKMVDNRGFMVTRSYTVGVTMMHRTGLYNYYDDEKEKLQMVEMPLAHKLSSLIILMPHHVEPLERLEKLLTKEQLKAWMGKMQKKAVAISLPKGVVEVTHDLQKHLAGLGLTEAIDKNKADLSRMSGKKDLYLASVFHATAFEWDTEGNPFDQDIYGREELRSPKLFYADHPFIFLVRDNQSGSLLFIGRLVRPKGDKMRDEL.